From a dataset of Catalyst prediction with 721,799 reactions and 888 catalyst types from USPTO. Predict which catalyst facilitates the given reaction. Reactant: C([Sn](CCCC)(CCCC)/[CH:6]=[CH:7]/[Si:8]([CH3:11])([CH3:10])[CH3:9])CCC.I[C:21]1[C:22](=[O:37])[NH:23][C:24](=[O:36])[N:25]([CH:35]=1)[C@@H:26]1[O:33][C@H:30]([CH2:31][OH:32])[C@@H:28]([OH:29])[C@H:27]1[F:34]. Product: [CH3:11][Si:8]([CH3:9])([CH3:10])/[CH:7]=[CH:6]/[C:21]1[C:22](=[O:37])[NH:23][C:24](=[O:36])[N:25]([CH:35]=1)[C@@H:26]1[O:33][C@H:30]([CH2:31][OH:32])[C@@H:28]([OH:29])[C@H:27]1[F:34]. The catalyst class is: 516.